Dataset: Blood-brain barrier permeability classification from the B3DB database. Task: Regression/Classification. Given a drug SMILES string, predict its absorption, distribution, metabolism, or excretion properties. Task type varies by dataset: regression for continuous measurements (e.g., permeability, clearance, half-life) or binary classification for categorical outcomes (e.g., BBB penetration, CYP inhibition). Dataset: b3db_classification. (1) The compound is CCC(=O)OCC(=O)[C@@]1(OC(=O)CC)[C@@H](C)C[C@H]2[C@@H]3CCC4=CC(=O)C=C[C@]4(C)[C@@]3(F)[C@@H](O)C[C@@]21C. The result is 1 (penetrates BBB). (2) The compound is O=C1NC(CCCl)Oc2ccccc21. The result is 1 (penetrates BBB). (3) The drug is CC(C)(C)NC[C@@H](O)COc1cccc2c1C[C@H](O)[C@@H](O)C2. The result is 0 (does not penetrate BBB). (4) The drug is COc1ccc2c(c1OC)C(=O)O[C@@H]2[C@H]1c2c(cc3c(c2OC)OCO3)CCN1C. The result is 1 (penetrates BBB). (5) The drug is CC1(C)S[C@H]2[C@@H](NC(=O)[C@@H](C(=O)O)c3ccsc3)C(=O)N2[C@@H]1C(=O)O. The result is 0 (does not penetrate BBB).